Regression. Given a peptide amino acid sequence and an MHC pseudo amino acid sequence, predict their binding affinity value. This is MHC class I binding data. From a dataset of Peptide-MHC class I binding affinity with 185,985 pairs from IEDB/IMGT. The peptide sequence is YADGGQWYN. The binding affinity (normalized) is 0.0847. The MHC is HLA-A02:01 with pseudo-sequence HLA-A02:01.